From a dataset of Forward reaction prediction with 1.9M reactions from USPTO patents (1976-2016). Predict the product of the given reaction. (1) Given the reactants [OH:1][C:2]1N=C2C=C(OCC3SC=C(C(C)C)N=3)C=CN2C(=O)C=1.[CH2:23]([C:25]1[CH:26]=[C:27]([CH2:30][CH2:31][C:32]2[CH:48]=[CH:47][N:35]3[C:36](=[O:46])[CH:37]=[C:38]([N:40]4[CH2:45][CH2:44][O:43][CH2:42][CH2:41]4)[N:39]=[C:34]3[CH:33]=2)[S:28][CH:29]=1)[CH3:24], predict the reaction product. The product is: [CH2:23]([C:25]1[CH:26]=[C:27]([CH2:30][CH2:31][C:32]2[CH:48]=[CH:47][N:35]3[C:36](=[O:46])[C:37]([CH:2]=[O:1])=[C:38]([N:40]4[CH2:41][CH2:42][O:43][CH2:44][CH2:45]4)[N:39]=[C:34]3[CH:33]=2)[S:28][CH:29]=1)[CH3:24]. (2) Given the reactants [CH:1]1([C:7]2[C:8]3[CH:9]=[CH:10][C:11]([C:37]([NH:39][S:40]([N:43]([CH3:45])[CH3:44])(=[O:42])=[O:41])=[O:38])=[CH:12][C:13]=3[N:14]3[CH2:20][C:19]([C:21]([N:23]4[CH2:28][C@H:27]([CH3:29])[NH:26][C@H:25]([CH3:30])[CH2:24]4)=[O:22])=[CH:18][C:17]4[CH:31]=[C:32]([O:35][CH3:36])[CH:33]=[CH:34][C:16]=4[C:15]=23)[CH2:6][CH2:5][CH2:4][CH2:3][CH2:2]1.C=O.[C:48]([BH3-])#N.[Na+], predict the reaction product. The product is: [CH:1]1([C:7]2[C:8]3[CH:9]=[CH:10][C:11]([C:37]([NH:39][S:40]([N:43]([CH3:44])[CH3:45])(=[O:41])=[O:42])=[O:38])=[CH:12][C:13]=3[N:14]3[CH2:20][C:19]([C:21]([N:23]4[CH2:24][C@H:25]([CH3:30])[N:26]([CH3:48])[C@H:27]([CH3:29])[CH2:28]4)=[O:22])=[CH:18][C:17]4[CH:31]=[C:32]([O:35][CH3:36])[CH:33]=[CH:34][C:16]=4[C:15]=23)[CH2:2][CH2:3][CH2:4][CH2:5][CH2:6]1. (3) Given the reactants [Br:1][C:2]1[CH:3]=[C:4]2[C:12](=[CH:13][CH:14]=1)[NH:11][C:10]1[CH:9](O)[CH2:8][CH2:7][CH2:6][C:5]2=1.[F:16][C:17]1[CH:22]=[CH:21][C:20]([OH:23])=[CH:19][CH:18]=1.C1(P(C2C=CC=CC=2)C2C=CC=CC=2)C=CC=CC=1.N(C(OC(C)C)=O)=NC(OC(C)C)=O, predict the reaction product. The product is: [Br:1][C:2]1[CH:3]=[C:4]2[C:12](=[CH:13][CH:14]=1)[N:11]([O:23][C:20]1[CH:21]=[CH:22][C:17]([F:16])=[CH:18][CH:19]=1)[C:10]1[CH2:9][CH2:8][CH2:7][CH2:6][C:5]2=1. (4) Given the reactants C([Li])C[CH2:3][CH3:4].[I:6]I.C[Si](C)(C)[N-][Si](C)(C)C.[Na+].[CH3:18][O:19][C:20]1[CH:25]=[CH:24][C:23]([CH2:26][O:27][CH2:28][C@H:29]([CH3:43])[C@H:30]([O:35][Si:36]([C:39]([CH3:42])([CH3:41])[CH3:40])([CH3:38])[CH3:37])[C@@H:31]([CH3:34])[CH:32]=O)=[CH:22][CH:21]=1, predict the reaction product. The product is: [I:6][C:3](=[CH:32][C@H:31]([CH3:34])[C@H:30]([O:35][Si:36]([C:39]([CH3:40])([CH3:41])[CH3:42])([CH3:37])[CH3:38])[C@@H:29]([CH3:43])[CH2:28][O:27][CH2:26][C:23]1[CH:24]=[CH:25][C:20]([O:19][CH3:18])=[CH:21][CH:22]=1)[CH3:4]. (5) Given the reactants [NH2:1][C:2]1[C:7]([NH2:8])=[CH:6][C:5]([Br:9])=[CH:4][C:3]=1[OH:10].[CH:11]([CH:13]=O)=O, predict the reaction product. The product is: [Br:9][C:5]1[CH:4]=[C:3]([OH:10])[C:2]2[N:1]=[CH:11][CH:13]=[N:8][C:7]=2[CH:6]=1.